This data is from Catalyst prediction with 721,799 reactions and 888 catalyst types from USPTO. The task is: Predict which catalyst facilitates the given reaction. Reactant: [C:1]1([S:7]([C:10]2[CH:11]=[C:12]3[C:17](=[CH:18][CH:19]=2)[CH:16]([CH2:20][NH2:21])[CH2:15][CH2:14][CH2:13]3)(=[O:9])=[O:8])[CH:6]=[CH:5][CH:4]=[CH:3][CH:2]=1.I.CS[C:25]1[NH:26][CH2:27][CH2:28][N:29]=1. Product: [C:1]1([S:7]([C:10]2[CH:11]=[C:12]3[C:17](=[CH:18][CH:19]=2)[CH:16]([CH2:20][NH:21][C:25]2[NH:29][CH2:28][CH2:27][N:26]=2)[CH2:15][CH2:14][CH2:13]3)(=[O:9])=[O:8])[CH:2]=[CH:3][CH:4]=[CH:5][CH:6]=1. The catalyst class is: 2.